This data is from Catalyst prediction with 721,799 reactions and 888 catalyst types from USPTO. The task is: Predict which catalyst facilitates the given reaction. (1) Reactant: [Br:1][C:2]1[CH:11]=[C:10]2[C:5]([CH2:6][CH2:7][N:8]([C:17](=[O:36])[C:18]([N:20]([C:32]([CH3:35])([CH3:34])[CH3:33])[CH2:21][CH2:22][CH2:23][CH2:24][C:25]#[C:26][C:27]3[S:31][CH:30]=[N:29][CH:28]=3)=[O:19])[CH:9]2[C:12]([O:14]CC)=[O:13])=[CH:4][C:3]=1[O:37][CH3:38].[OH-].[K+].Cl. Product: [Br:1][C:2]1[CH:11]=[C:10]2[C:5]([CH2:6][CH2:7][N:8]([C:17](=[O:36])[C:18]([N:20]([C:32]([CH3:34])([CH3:35])[CH3:33])[CH2:21][CH2:22][CH2:23][CH2:24][C:25]#[C:26][C:27]3[S:31][CH:30]=[N:29][CH:28]=3)=[O:19])[CH:9]2[C:12]([OH:14])=[O:13])=[CH:4][C:3]=1[O:37][CH3:38]. The catalyst class is: 38. (2) Reactant: C([N:8]1[C:16]2[C:11](=[CH:12][C:13]([O:17][CH3:18])=[CH:14][CH:15]=2)[C:10]([C:19]2[NH:27][C:22]3=[N:23][CH:24]=[CH:25][N:26]=[C:21]3[CH:20]=2)=[CH:9]1)C1C=CC=CC=1.N.[Na].O. Product: [CH3:18][O:17][C:13]1[CH:12]=[C:11]2[C:16](=[CH:15][CH:14]=1)[NH:8][CH:9]=[C:10]2[C:19]1[NH:27][C:22]2=[N:23][CH:24]=[CH:25][N:26]=[C:21]2[CH:20]=1. The catalyst class is: 7. (3) Reactant: [C:1]([O:4][CH2:5][C@@:6]([NH:27]C(=O)C)([CH2:25][CH3:26])[CH2:7][CH2:8][C:9]1[O:10][C:11]([C:14]#[C:15][CH2:16][CH2:17][O:18][CH:19]2[CH2:24][CH2:23][CH2:22][CH2:21][CH2:20]2)=[CH:12][CH:13]=1)(=[O:3])[CH3:2].O1CCCC1.CO.[OH2:38].[OH-:39].[Li+]. Product: [C:2]([OH:39])(=[O:38])[C:1]([OH:4])=[O:3].[NH2:27][C@:6]([CH2:25][CH3:26])([CH2:7][CH2:8][C:9]1[O:10][C:11]([C:14]#[C:15][CH2:16][CH2:17][O:18][CH:19]2[CH2:20][CH2:21][CH2:22][CH2:23][CH2:24]2)=[CH:12][CH:13]=1)[CH2:5][OH:4]. The catalyst class is: 6.